Dataset: Peptide-MHC class II binding affinity with 134,281 pairs from IEDB. Task: Regression. Given a peptide amino acid sequence and an MHC pseudo amino acid sequence, predict their binding affinity value. This is MHC class II binding data. (1) The MHC is DRB1_0701 with pseudo-sequence DRB1_0701. The binding affinity (normalized) is 0.234. The peptide sequence is VENVRVAYGKCDSAG. (2) The peptide sequence is NLEIDMIVDTISDFR. The MHC is HLA-DQA10101-DQB10501 with pseudo-sequence HLA-DQA10101-DQB10501. The binding affinity (normalized) is 0.478. (3) The peptide sequence is NLCVERVLDCRTAFK. The MHC is DRB1_0404 with pseudo-sequence DRB1_0404. The binding affinity (normalized) is 0.584. (4) The binding affinity (normalized) is 0.260. The peptide sequence is EKKYFAATQFKPLAA. The MHC is HLA-DQA10501-DQB10201 with pseudo-sequence HLA-DQA10501-DQB10201. (5) The binding affinity (normalized) is 0.615. The peptide sequence is QVAQYKALPVVLENA. The MHC is HLA-DPA10201-DPB11401 with pseudo-sequence HLA-DPA10201-DPB11401. (6) The peptide sequence is VQFVDINRNNKFFINFFN. The MHC is DRB1_0101 with pseudo-sequence DRB1_0101. The binding affinity (normalized) is 0.0944.